From a dataset of Forward reaction prediction with 1.9M reactions from USPTO patents (1976-2016). Predict the product of the given reaction. (1) Given the reactants [CH3:1][C:2]1[N:3]=[C:4]([C:7]2[C:8]3[CH2:31][CH2:30][CH2:29][CH2:28][C:9]=3[S:10][C:11]=2[NH:12][C:13]([CH:15]2[CH2:19][CH2:18][CH2:17][N:16]2[CH2:20][C:21]([O:23]C(C)(C)C)=[O:22])=[O:14])[S:5][CH:6]=1.C(O)(C(F)(F)F)=O.C1(OC)C=CC=CC=1.C1(C)C=CC=CC=1, predict the reaction product. The product is: [CH3:1][C:2]1[N:3]=[C:4]([C:7]2[C:8]3[CH2:31][CH2:30][CH2:29][CH2:28][C:9]=3[S:10][C:11]=2[NH:12][C:13]([CH:15]2[CH2:19][CH2:18][CH2:17][N:16]2[CH2:20][C:21]([OH:23])=[O:22])=[O:14])[S:5][CH:6]=1. (2) Given the reactants [CH3:1][C:2]1[CH:6]=[CH:5][S:4][C:3]=1[C:7]([OH:9])=[O:8].[CH2:10]1COCC1.C[Si](C=[N+]=[N-])(C)C, predict the reaction product. The product is: [CH3:1][C:2]1[CH:6]=[CH:5][S:4][C:3]=1[C:7]([O:9][CH3:10])=[O:8]. (3) Given the reactants [NH2:1][C:2]1[CH:18]=[CH:17][C:5]([O:6][C:7]2[CH:12]=[CH:11][N:10]=[C:9]([C:13]([NH2:15])=[O:14])[C:8]=2[Cl:16])=[C:4]([F:19])[CH:3]=1.[CH3:20][N:21]1[C:25]([CH3:26])=[C:24]([C:27](O)=[O:28])[C:23](=[O:30])[N:22]1[C:31]1[CH:36]=[CH:35][CH:34]=[CH:33][CH:32]=1.CCN=C=NCCCN(C)C.C1C=NC2N(O)N=NC=2C=1, predict the reaction product. The product is: [Cl:16][C:8]1[C:9]([C:13]([NH2:15])=[O:14])=[N:10][CH:11]=[CH:12][C:7]=1[O:6][C:5]1[CH:17]=[CH:18][C:2]([NH:1][C:27]([C:24]2[C:23](=[O:30])[N:22]([C:31]3[CH:32]=[CH:33][CH:34]=[CH:35][CH:36]=3)[N:21]([CH3:20])[C:25]=2[CH3:26])=[O:28])=[CH:3][C:4]=1[F:19]. (4) Given the reactants [NH2:1][C:2]1[CH:7]=[CH:6][C:5]([N:8]2[CH2:14][CH2:13][CH2:12][N:11](C(OC(C)(C)C)=O)[CH2:10][CH2:9]2)=[CH:4][C:3]=1[NH:22][S:23]([CH3:26])(=[O:25])=[O:24].[N+:27]([C:30]1[CH:35]=[CH:34][C:33]([S:36]([Cl:39])(=[O:38])=[O:37])=[CH:32][CH:31]=1)([O-:29])=[O:28], predict the reaction product. The product is: [ClH:39].[N:8]1([C:5]2[CH:6]=[CH:7][C:2]([NH:1][S:36]([C:33]3[CH:32]=[CH:31][C:30]([N+:27]([O-:29])=[O:28])=[CH:35][CH:34]=3)(=[O:37])=[O:38])=[C:3]([NH:22][S:23]([CH3:26])(=[O:24])=[O:25])[CH:4]=2)[CH2:14][CH2:13][CH2:12][NH:11][CH2:10][CH2:9]1.